Dataset: Reaction yield outcomes from USPTO patents with 853,638 reactions. Task: Predict the reaction yield, written as a fraction of the theoretical maximum amount of product (1.0 means a 100% yield; for example, 0.34 means a 34% yield). (1) The reactants are Cl[S:2]([CH:5]1[CH2:10][CH2:9][N:8]([C:11]([O:13][CH2:14][C:15]2[CH:20]=[CH:19][CH:18]=[CH:17][CH:16]=2)=[O:12])[CH2:7][CH2:6]1)(=[O:4])=[O:3].[CH3:21][N:22]([CH3:26])[CH2:23][CH2:24][NH2:25]. The catalyst is C1COCC1. The product is [CH3:21][N:22]([CH3:26])[CH2:23][CH2:24][NH:25][S:2]([CH:5]1[CH2:10][CH2:9][N:8]([C:11]([O:13][CH2:14][C:15]2[CH:20]=[CH:19][CH:18]=[CH:17][CH:16]=2)=[O:12])[CH2:7][CH2:6]1)(=[O:4])=[O:3]. The yield is 0.900. (2) The reactants are CC1C=CC(S(OCC2CC3C=CC=C(C4C(C)=CC=CC=4C)C=3O2)(=O)=O)=CC=1.[N-]=[N+]=[N-].[Na+].N(CC1CC2C=C(Cl)C=C(C3C=CSC=3)C=2O1)=[N+]=[N-].[N:53]([CH2:56][CH:57]1[CH2:61][C:60]2[CH:62]=[CH:63][CH:64]=[C:65]([C:66]3[C:71]([CH3:72])=[CH:70][CH:69]=[CH:68][C:67]=3[CH3:73])[C:59]=2[O:58]1)=[N+]=[N-].[N-]=[N+]=[N-]. The catalyst is [Pd]. The product is [CH3:73][C:67]1[CH:68]=[CH:69][CH:70]=[C:71]([CH3:72])[C:66]=1[C:65]1[C:59]2[O:58][CH:57]([CH2:56][NH2:53])[CH2:61][C:60]=2[CH:62]=[CH:63][CH:64]=1. The yield is 0.840. (3) The reactants are [Cl:1][C:2]1[CH:3]=[C:4]([C@H:8]([O:22][CH2:23][C:24]([O:26]CC)=O)[C@@H:9]2[CH2:14][CH2:13][CH2:12][N:11]([C:15]([O:17][C:18]([CH3:21])([CH3:20])[CH3:19])=[O:16])[CH2:10]2)[CH:5]=[CH:6][CH:7]=1.[NH3:29]. The catalyst is CO. The product is [NH2:29][C:24](=[O:26])[CH2:23][O:22][C@@H:8]([C:4]1[CH:5]=[CH:6][CH:7]=[C:2]([Cl:1])[CH:3]=1)[C@@H:9]1[CH2:14][CH2:13][CH2:12][N:11]([C:15]([O:17][C:18]([CH3:21])([CH3:20])[CH3:19])=[O:16])[CH2:10]1. The yield is 1.00. (4) The reactants are [CH:1]1([N:4]2[C:13]3[C:8](=[CH:9][CH:10]=[CH:11][CH:12]=3)[N:7](O)[C:6](=[O:15])[C:5]2=[O:16])[CH2:3][CH2:2]1.C1(P(C2C=CC=CC=2)C2C=CC=CC=2)C=CC=CC=1.ClCCl. The catalyst is CN(C)C=O. The product is [CH:1]1([N:4]2[C:13]3[C:8](=[CH:9][CH:10]=[CH:11][CH:12]=3)[NH:7][C:6](=[O:15])[C:5]2=[O:16])[CH2:3][CH2:2]1. The yield is 0.830. (5) The reactants are [CH:1]1([C:7]([C:9]2[O:10][C:11]3[CH:18]=[CH:17][C:16]([N:19]4[CH2:24][CH2:23][S:22][CH2:21][CH2:20]4)=[CH:15][C:12]=3[C:13]=2[CH3:14])=[O:8])[CH2:6][CH2:5][CH2:4][CH2:3][CH2:2]1.[BH4-].[Na+]. The catalyst is O1CCCC1.CO. The product is [CH:1]1([CH:7]([C:9]2[O:10][C:11]3[CH:18]=[CH:17][C:16]([N:19]4[CH2:24][CH2:23][S:22][CH2:21][CH2:20]4)=[CH:15][C:12]=3[C:13]=2[CH3:14])[OH:8])[CH2:6][CH2:5][CH2:4][CH2:3][CH2:2]1. The yield is 0.220.